Task: Regression. Given two drug SMILES strings and cell line genomic features, predict the synergy score measuring deviation from expected non-interaction effect.. Dataset: NCI-60 drug combinations with 297,098 pairs across 59 cell lines (1) Drug 1: CC1OCC2C(O1)C(C(C(O2)OC3C4COC(=O)C4C(C5=CC6=C(C=C35)OCO6)C7=CC(=C(C(=C7)OC)O)OC)O)O. Drug 2: CCC1(C2=C(COC1=O)C(=O)N3CC4=CC5=C(C=CC(=C5CN(C)C)O)N=C4C3=C2)O.Cl. Cell line: HS 578T. Synergy scores: CSS=13.3, Synergy_ZIP=-7.62, Synergy_Bliss=-7.74, Synergy_Loewe=-6.46, Synergy_HSA=-5.66. (2) Drug 1: C1CN(CCN1C(=O)CCBr)C(=O)CCBr. Drug 2: B(C(CC(C)C)NC(=O)C(CC1=CC=CC=C1)NC(=O)C2=NC=CN=C2)(O)O. Cell line: SK-MEL-2. Synergy scores: CSS=46.0, Synergy_ZIP=-4.32, Synergy_Bliss=-7.63, Synergy_Loewe=-23.8, Synergy_HSA=-5.25. (3) Drug 1: CN(C)C1=NC(=NC(=N1)N(C)C)N(C)C. Drug 2: CC(C1=C(C=CC(=C1Cl)F)Cl)OC2=C(N=CC(=C2)C3=CN(N=C3)C4CCNCC4)N. Cell line: SK-MEL-5. Synergy scores: CSS=-6.21, Synergy_ZIP=5.01, Synergy_Bliss=4.85, Synergy_Loewe=-2.81, Synergy_HSA=-2.38. (4) Drug 1: CN(C)C1=NC(=NC(=N1)N(C)C)N(C)C. Drug 2: CS(=O)(=O)CCNCC1=CC=C(O1)C2=CC3=C(C=C2)N=CN=C3NC4=CC(=C(C=C4)OCC5=CC(=CC=C5)F)Cl. Cell line: MDA-MB-435. Synergy scores: CSS=0.911, Synergy_ZIP=6.04, Synergy_Bliss=12.3, Synergy_Loewe=5.07, Synergy_HSA=6.06. (5) Drug 1: CCCS(=O)(=O)NC1=C(C(=C(C=C1)F)C(=O)C2=CNC3=C2C=C(C=N3)C4=CC=C(C=C4)Cl)F. Drug 2: C1C(C(OC1N2C=NC3=C2NC=NCC3O)CO)O. Cell line: IGROV1. Synergy scores: CSS=-1.95, Synergy_ZIP=-0.368, Synergy_Bliss=-2.03, Synergy_Loewe=-6.28, Synergy_HSA=-4.15. (6) Drug 1: CC(C)(C#N)C1=CC(=CC(=C1)CN2C=NC=N2)C(C)(C)C#N. Drug 2: COCCOC1=C(C=C2C(=C1)C(=NC=N2)NC3=CC=CC(=C3)C#C)OCCOC.Cl. Cell line: LOX IMVI. Synergy scores: CSS=-5.82, Synergy_ZIP=7.85, Synergy_Bliss=7.57, Synergy_Loewe=-1.93, Synergy_HSA=-2.63. (7) Drug 1: C1CCC(CC1)NC(=O)N(CCCl)N=O. Drug 2: CCC1(C2=C(COC1=O)C(=O)N3CC4=CC5=C(C=CC(=C5CN(C)C)O)N=C4C3=C2)O.Cl. Cell line: K-562. Synergy scores: CSS=25.1, Synergy_ZIP=-12.3, Synergy_Bliss=-1.80, Synergy_Loewe=-4.53, Synergy_HSA=-1.03. (8) Drug 1: CN1C(=O)N2C=NC(=C2N=N1)C(=O)N. Drug 2: COC1=C2C(=CC3=C1OC=C3)C=CC(=O)O2. Cell line: A498. Synergy scores: CSS=-0.699, Synergy_ZIP=-1.58, Synergy_Bliss=-4.05, Synergy_Loewe=-5.36, Synergy_HSA=-4.86. (9) Drug 1: CN1CCC(CC1)COC2=C(C=C3C(=C2)N=CN=C3NC4=C(C=C(C=C4)Br)F)OC. Drug 2: CC12CCC(CC1=CCC3C2CCC4(C3CC=C4C5=CN=CC=C5)C)O. Cell line: UO-31. Synergy scores: CSS=26.6, Synergy_ZIP=-9.59, Synergy_Bliss=-1.05, Synergy_Loewe=-0.00574, Synergy_HSA=2.67. (10) Cell line: HOP-62. Synergy scores: CSS=26.9, Synergy_ZIP=-0.0904, Synergy_Bliss=2.78, Synergy_Loewe=-0.307, Synergy_HSA=2.67. Drug 1: CC1OCC2C(O1)C(C(C(O2)OC3C4COC(=O)C4C(C5=CC6=C(C=C35)OCO6)C7=CC(=C(C(=C7)OC)O)OC)O)O. Drug 2: C1=NC(=NC(=O)N1C2C(C(C(O2)CO)O)O)N.